From a dataset of NCI-60 drug combinations with 297,098 pairs across 59 cell lines. Regression. Given two drug SMILES strings and cell line genomic features, predict the synergy score measuring deviation from expected non-interaction effect. (1) Drug 1: COC1=CC(=CC(=C1O)OC)C2C3C(COC3=O)C(C4=CC5=C(C=C24)OCO5)OC6C(C(C7C(O6)COC(O7)C8=CC=CS8)O)O. Drug 2: CC1=C(C(=CC=C1)Cl)NC(=O)C2=CN=C(S2)NC3=CC(=NC(=N3)C)N4CCN(CC4)CCO. Cell line: A549. Synergy scores: CSS=67.1, Synergy_ZIP=1.86, Synergy_Bliss=4.04, Synergy_Loewe=8.54, Synergy_HSA=11.1. (2) Drug 1: CNC(=O)C1=NC=CC(=C1)OC2=CC=C(C=C2)NC(=O)NC3=CC(=C(C=C3)Cl)C(F)(F)F. Drug 2: CC12CCC3C(C1CCC2OP(=O)(O)O)CCC4=C3C=CC(=C4)OC(=O)N(CCCl)CCCl.[Na+]. Cell line: SF-295. Synergy scores: CSS=2.33, Synergy_ZIP=-0.0915, Synergy_Bliss=3.95, Synergy_Loewe=2.04, Synergy_HSA=2.46. (3) Drug 1: CC1=C(N=C(N=C1N)C(CC(=O)N)NCC(C(=O)N)N)C(=O)NC(C(C2=CN=CN2)OC3C(C(C(C(O3)CO)O)O)OC4C(C(C(C(O4)CO)O)OC(=O)N)O)C(=O)NC(C)C(C(C)C(=O)NC(C(C)O)C(=O)NCCC5=NC(=CS5)C6=NC(=CS6)C(=O)NCCC[S+](C)C)O. Drug 2: B(C(CC(C)C)NC(=O)C(CC1=CC=CC=C1)NC(=O)C2=NC=CN=C2)(O)O. Cell line: K-562. Synergy scores: CSS=66.4, Synergy_ZIP=0.359, Synergy_Bliss=4.81, Synergy_Loewe=-12.1, Synergy_HSA=2.50. (4) Drug 1: CC1=CC=C(C=C1)C2=CC(=NN2C3=CC=C(C=C3)S(=O)(=O)N)C(F)(F)F. Drug 2: C1=CC=C(C=C1)NC(=O)CCCCCCC(=O)NO. Cell line: ACHN. Synergy scores: CSS=4.14, Synergy_ZIP=-3.65, Synergy_Bliss=-2.76, Synergy_Loewe=-11.7, Synergy_HSA=-3.10. (5) Cell line: NCI-H322M. Drug 1: C1=CC(=C2C(=C1NCCNCCO)C(=O)C3=C(C=CC(=C3C2=O)O)O)NCCNCCO. Synergy scores: CSS=17.4, Synergy_ZIP=-5.13, Synergy_Bliss=-2.95, Synergy_Loewe=-39.0, Synergy_HSA=-2.22. Drug 2: C1CC(C1)(C(=O)O)C(=O)O.[NH2-].[NH2-].[Pt+2]. (6) Drug 1: C1CC(C1)(C(=O)O)C(=O)O.[NH2-].[NH2-].[Pt+2]. Drug 2: COC1=NC(=NC2=C1N=CN2C3C(C(C(O3)CO)O)O)N. Cell line: SK-MEL-28. Synergy scores: CSS=1.15, Synergy_ZIP=0.701, Synergy_Bliss=1.83, Synergy_Loewe=-2.42, Synergy_HSA=-1.71. (7) Drug 2: C1=NC2=C(N=C(N=C2N1C3C(C(C(O3)CO)O)F)Cl)N. Drug 1: CC12CCC3C(C1CCC2O)C(CC4=C3C=CC(=C4)O)CCCCCCCCCS(=O)CCCC(C(F)(F)F)(F)F. Cell line: NCI/ADR-RES. Synergy scores: CSS=24.0, Synergy_ZIP=6.05, Synergy_Bliss=4.85, Synergy_Loewe=-34.3, Synergy_HSA=1.29.